From a dataset of Full USPTO retrosynthesis dataset with 1.9M reactions from patents (1976-2016). Predict the reactants needed to synthesize the given product. (1) Given the product [C:59]([C:63]1[CH:64]=[CH:65][C:66]([C:67]([NH:25][CH:21]2[CH2:22][CH2:23][CH2:24][CH:19]([NH:18][C:11]3[N:10]=[C:9]([Cl:8])[N:17]=[C:16]4[C:12]=3[N:13]=[CH:14][NH:15]4)[CH2:20]2)=[O:68])=[CH:70][CH:71]=1)([CH3:62])([CH3:60])[CH3:61], predict the reactants needed to synthesize it. The reactants are: OC(C(F)(F)F)=O.[Cl:8][C:9]1[N:17]=[C:16]2[C:12]([N:13]=[CH:14][NH:15]2)=[C:11]([NH:18][CH:19]2[CH2:24][CH2:23][CH2:22][CH:21]([NH2:25])[CH2:20]2)[N:10]=1.CCN(C(C)C)C(C)C.CN(C(ON1N=NC2C=CC=NC1=2)=[N+](C)C)C.F[P-](F)(F)(F)(F)F.[C:59]([C:63]1[CH:71]=[CH:70][C:66]([C:67](O)=[O:68])=[CH:65][CH:64]=1)([CH3:62])([CH3:61])[CH3:60]. (2) Given the product [F:36][C:37]([F:47])([F:48])[C:38]1[CH:39]=[C:40]([N:44]=[C:45]=[N:20][C:21]2[C:22](/[CH:27]=[CH:28]/[C:29]([O:31][C:32]([CH3:33])([CH3:34])[CH3:35])=[O:30])=[N:23][CH:24]=[CH:25][CH:26]=2)[CH:41]=[CH:42][CH:43]=1, predict the reactants needed to synthesize it. The reactants are: C1(P(=[N:20][C:21]2[C:22](/[CH:27]=[CH:28]/[C:29]([O:31][C:32]([CH3:35])([CH3:34])[CH3:33])=[O:30])=[N:23][CH:24]=[CH:25][CH:26]=2)(C2C=CC=CC=2)C2C=CC=CC=2)C=CC=CC=1.[F:36][C:37]([F:48])([F:47])[C:38]1[CH:39]=[C:40]([N:44]=[C:45]=O)[CH:41]=[CH:42][CH:43]=1. (3) The reactants are: C([N:4]1[CH2:9][CH2:8][N:7]([C:10]2[CH:15]=[CH:14][C:13]([F:16])=[CH:12][C:11]=2[OH:17])[CH2:6][CH2:5]1)(=O)C.[ClH:18]. Given the product [ClH:18].[ClH:18].[F:16][C:13]1[CH:14]=[CH:15][C:10]([N:7]2[CH2:6][CH2:5][NH:4][CH2:9][CH2:8]2)=[C:11]([OH:17])[CH:12]=1, predict the reactants needed to synthesize it. (4) The reactants are: [C:1]([C:4]1[CH:5]=[CH:6][C:7]([C:28]2[CH:33]=[CH:32][CH:31]=[CH:30][C:29]=2[F:34])=[C:8]2[C:16]=1[NH:15][C:14]1[CH:13]=[C:12]([NH:17]C(=O)OCC3C=CC=CC=3)[CH:11]=[CH:10][C:9]2=1)(=[O:3])[NH2:2].C([O-])=O.[NH4+]. Given the product [NH2:17][C:12]1[CH:13]=[C:14]2[C:9]([C:8]3[C:7]([C:28]4[CH:33]=[CH:32][CH:31]=[CH:30][C:29]=4[F:34])=[CH:6][CH:5]=[C:4]([C:1]([NH2:2])=[O:3])[C:16]=3[NH:15]2)=[CH:10][CH:11]=1, predict the reactants needed to synthesize it. (5) Given the product [Cl:15][C:14]1[C:9]([N:8]([CH3:29])[C:4]2[CH:3]=[C:2]([NH:1][C:30](=[O:33])[CH:31]=[CH2:32])[CH:7]=[CH:6][CH:5]=2)=[N:10][C:11]([NH:16][C:17]2[CH:18]=[N:19][N:20]([CH:22]3[CH2:27][CH2:26][N:25]([CH3:28])[CH2:24][CH2:23]3)[CH:21]=2)=[N:12][CH:13]=1, predict the reactants needed to synthesize it. The reactants are: [NH2:1][C:2]1[CH:3]=[C:4]([N:8]([CH3:29])[C:9]2[C:14]([Cl:15])=[CH:13][N:12]=[C:11]([NH:16][C:17]3[CH:18]=[N:19][N:20]([CH:22]4[CH2:27][CH2:26][N:25]([CH3:28])[CH2:24][CH2:23]4)[CH:21]=3)[N:10]=2)[CH:5]=[CH:6][CH:7]=1.[C:30](Cl)(=[O:33])[CH:31]=[CH2:32]. (6) Given the product [NH2:16][C:4]1[N:3]=[C:2]([NH:17][CH2:18][CH2:19][N:20]([CH3:28])[C:21](=[O:27])[O:22][C:23]([CH3:24])([CH3:25])[CH3:26])[CH:7]=[C:6]([C:8]2[CH:13]=[CH:12][CH:11]=[C:10]([CH3:14])[C:9]=2[CH3:15])[N:5]=1, predict the reactants needed to synthesize it. The reactants are: Cl[C:2]1[CH:7]=[C:6]([C:8]2[CH:13]=[CH:12][CH:11]=[C:10]([CH3:14])[C:9]=2[CH3:15])[N:5]=[C:4]([NH2:16])[N:3]=1.[NH2:17][CH2:18][CH2:19][N:20]([CH3:28])[C:21](=[O:27])[O:22][C:23]([CH3:26])([CH3:25])[CH3:24].CCN(C(C)C)C(C)C. (7) Given the product [NH2:9][C:5]1[C:6]([F:8])=[CH:7][C:2]([Br:1])=[C:3]([CH2:12][C:13](=[O:15])[CH3:14])[CH:4]=1, predict the reactants needed to synthesize it. The reactants are: [Br:1][C:2]1[CH:7]=[C:6]([F:8])[C:5]([N+:9]([O-])=O)=[CH:4][C:3]=1[CH2:12][C:13](=[O:15])[CH3:14].